Task: Predict which catalyst facilitates the given reaction.. Dataset: Catalyst prediction with 721,799 reactions and 888 catalyst types from USPTO (1) Reactant: [C:1]([C:4]1[CH:9]=[C:8]([O:10][CH3:11])[C:7]([O:12][CH3:13])=[CH:6][C:5]=1[N+:14]([O-])=O)([CH3:3])=[CH2:2].[H][H]. Product: [CH:1]([C:4]1[CH:9]=[C:8]([O:10][CH3:11])[C:7]([O:12][CH3:13])=[CH:6][C:5]=1[NH2:14])([CH3:3])[CH3:2]. The catalyst class is: 19. (2) Reactant: [CH3:1][C:2]1[C:3]([CH2:12]O)=[N:4][C:5]([C:8]([F:11])([F:10])[F:9])=[CH:6][CH:7]=1.S(Cl)([Cl:16])=O. Product: [Cl:16][CH2:12][C:3]1[C:2]([CH3:1])=[CH:7][CH:6]=[C:5]([C:8]([F:11])([F:10])[F:9])[N:4]=1. The catalyst class is: 2. (3) Product: [Cl:11][C:12]1[C:13]([O:10][CH2:9][C:6]2[CH:7]=[CH:8][C:3]([O:2][CH3:1])=[CH:4][CH:5]=2)=[C:14]([O:10][CH2:9][C:6]2[CH:7]=[CH:8][C:3]([O:2][CH3:1])=[CH:4][CH:5]=2)[CH:15]=[C:16]2[C:21]=1[N:20]=[C:19]([CH2:22][N:23]1[CH2:27][CH2:26][CH2:25][CH2:24]1)[NH:18][C:17]2=[O:28]. The catalyst class is: 6. Reactant: [CH3:1][O:2][C:3]1[CH:8]=[CH:7][C:6]([CH2:9][OH:10])=[CH:5][CH:4]=1.[Cl:11][C:12]1[C:13](F)=[C:14](F)[CH:15]=[C:16]2[C:21]=1[N:20]=[C:19]([CH2:22][N:23]1[CH2:27][CH2:26][CH2:25][CH2:24]1)[NH:18][C:17]2=[O:28].Cl. (4) Reactant: [Br:1][C:2]1[CH:7]=[CH:6][C:5]([CH:8]([NH:13][C@H:14]([C:21](C)(C)[O:22][SiH2]C(C)(C)C)[CH2:15][CH2:16][C:17]([F:20])([F:19])[F:18])[C:9]([F:12])([F:11])[F:10])=[CH:4][CH:3]=1.[F-].C([NH3+])(C)(C)C. Product: [Br:1][C:2]1[CH:3]=[CH:4][C:5]([C@H:8]([NH:13][C@@H:14]([CH2:15][CH2:16][C:17]([F:18])([F:19])[F:20])[CH2:21][OH:22])[C:9]([F:12])([F:11])[F:10])=[CH:6][CH:7]=1. The catalyst class is: 1. (5) Reactant: [OH:1][C:2]1[CH:7]=[CH:6][N:5]([CH2:8][CH2:9][C:10]2[CH:15]=[CH:14][C:13]([CH2:16]O)=[CH:12][CH:11]=2)[C:4](=[O:18])[CH:3]=1.P(Br)(Br)[Br:20]. Product: [Br:20][CH2:16][C:13]1[CH:14]=[CH:15][C:10]([CH2:9][CH2:8][N:5]2[CH:6]=[CH:7][C:2]([OH:1])=[CH:3][C:4]2=[O:18])=[CH:11][CH:12]=1. The catalyst class is: 2. (6) Reactant: FC(F)(F)C(O)=O.[NH2:8][C:9]1[N:14]=[C:13]([N:15]2[C:19]3[CH:20]=[C:21]([Br:24])[CH:22]=[CH:23][C:18]=3[N:17]=[C:16]2[O:25][CH:26]2[CH2:29][N:28](C(OC(C)(C)C)=O)[CH2:27]2)[CH:12]=[CH:11][N:10]=1.C(N(CC)CC)C. Product: [NH:28]1[CH2:27][CH:26]([O:25][C:16]2[N:15]([C:13]3[CH:12]=[CH:11][N:10]=[C:9]([NH2:8])[N:14]=3)[C:19]3[CH:20]=[C:21]([Br:24])[CH:22]=[CH:23][C:18]=3[N:17]=2)[CH2:29]1. The catalyst class is: 4. (7) Reactant: [CH3:1][O:2][C:3]([CH:5]1[CH2:9][C:8]2[CH:10]=[C:11]([O:14][CH3:15])[CH:12]=[CH:13][C:7]=2[O:6]1)=[O:4].[CH3:16]N(P(N(C)C)(N(C)C)=O)C.[Li+].C[Si]([N-][Si](C)(C)C)(C)C.CI. Product: [CH3:1][O:2][C:3]([C:5]1([CH3:16])[CH2:9][C:8]2[CH:10]=[C:11]([O:14][CH3:15])[CH:12]=[CH:13][C:7]=2[O:6]1)=[O:4]. The catalyst class is: 56. (8) Reactant: [CH2:1]([C:3]1([OH:20])[C:8](=[O:9])[CH2:7][CH:6]([C:10]2[CH:15]=[CH:14][N:13]=[CH:12][C:11]=2[N+:16]([O-:18])=[O:17])[O:5][CH:4]1[CH3:19])[CH3:2].[BH4-].[Na+]. Product: [CH2:1]([C:3]1([OH:20])[CH:8]([OH:9])[CH2:7][CH:6]([C:10]2[CH:15]=[CH:14][N:13]=[CH:12][C:11]=2[N+:16]([O-:18])=[O:17])[O:5][CH:4]1[CH3:19])[CH3:2]. The catalyst class is: 14. (9) Reactant: [F:1][C:2]1[CH:11]=[C:10]2[C:5]([C:6](=[O:15])[C:7]([C:12]([NH2:14])=O)=[CH:8][NH:9]2)=[CH:4][C:3]=1[O:16][CH3:17].N1C(Cl)=NC(Cl)=NC=1Cl.C(=O)(O)[O-].[Na+]. Product: [F:1][C:2]1[CH:11]=[C:10]2[C:5]([C:6](=[O:15])[C:7]([C:12]#[N:14])=[CH:8][NH:9]2)=[CH:4][C:3]=1[O:16][CH3:17]. The catalyst class is: 9.